This data is from Forward reaction prediction with 1.9M reactions from USPTO patents (1976-2016). The task is: Predict the product of the given reaction. (1) Given the reactants [CH2:1]([S:8][C:9]1[CH:14]=[CH:13][C:12]([C:15]2[S:19][C:18]([C:20]3[O:21][C:22]([C:25]([OH:28])([CH3:27])[CH3:26])=[N:23][N:24]=3)=[N:17][C:16]=2[C:29](O)=[O:30])=[C:11]([Cl:32])[C:10]=1[Cl:33])[C:2]1[CH:7]=[CH:6][CH:5]=[CH:4][CH:3]=1.CN(C(ON1N=NC2C=CC=NC1=2)=[N+](C)C)C.F[P-](F)(F)(F)(F)F.[F:58][C:59]1([F:65])[CH2:64][CH2:63][NH:62][CH2:61][CH2:60]1, predict the reaction product. The product is: [CH2:1]([S:8][C:9]1[CH:14]=[CH:13][C:12]([C:15]2[S:19][C:18]([C:20]3[O:21][C:22]([C:25]([OH:28])([CH3:26])[CH3:27])=[N:23][N:24]=3)=[N:17][C:16]=2[C:29]([N:62]2[CH2:63][CH2:64][C:59]([F:65])([F:58])[CH2:60][CH2:61]2)=[O:30])=[C:11]([Cl:32])[C:10]=1[Cl:33])[C:2]1[CH:7]=[CH:6][CH:5]=[CH:4][CH:3]=1. (2) Given the reactants C([Li])CCC.C(N(C(C)C)CC)(C)C.[Cl:15][C:16]1[N:21]=[C:20]([CH3:22])[CH:19]=[CH:18][N:17]=1.[CH2:23]([O:30][C:31]1[CH:32]=[C:33]([CH:40]=[CH:41][CH:42]=1)[C:34](N(OC)C)=[O:35])[C:24]1[CH:29]=[CH:28][CH:27]=[CH:26][CH:25]=1, predict the reaction product. The product is: [CH2:23]([O:30][C:31]1[CH:32]=[C:33]([C:34](=[O:35])[CH2:22][C:20]2[CH:19]=[CH:18][N:17]=[C:16]([Cl:15])[N:21]=2)[CH:40]=[CH:41][CH:42]=1)[C:24]1[CH:25]=[CH:26][CH:27]=[CH:28][CH:29]=1.[CH2:23]([O:30][C:31]1[CH:32]=[C:33]([CH:34]([OH:35])[CH2:22][C:20]2[CH:19]=[CH:18][N:17]=[C:16]([Cl:15])[N:21]=2)[CH:40]=[CH:41][CH:42]=1)[C:24]1[CH:25]=[CH:26][CH:27]=[CH:28][CH:29]=1.